Dataset: Reaction yield outcomes from USPTO patents with 853,638 reactions. Task: Predict the reaction yield, written as a fraction of the theoretical maximum amount of product (1.0 means a 100% yield; for example, 0.34 means a 34% yield). (1) The reactants are [F:1][C:2]1[CH:3]=[N:4][C:5]([NH:8][C:9]2[S:10][C:11]3[CH2:17][CH2:16][N:15]([CH2:18][CH2:19][NH:20][CH3:21])[C:14]4=[N:22][N:23](CC5C=CC(OC)=CC=5)[CH:24]=[C:13]4[C:12]=3[N:34]=2)=[N:6][CH:7]=1. The catalyst is C(O)(C(F)(F)F)=O. The product is [F:1][C:2]1[CH:3]=[N:4][C:5]([NH:8][C:9]2[S:10][C:11]3[CH2:17][CH2:16][N:15]([CH2:18][CH2:19][NH:20][CH3:21])[C:14]4=[N:22][NH:23][CH:24]=[C:13]4[C:12]=3[N:34]=2)=[N:6][CH:7]=1. The yield is 0.0700. (2) The reactants are [N+:1]([C:4]1[S:8][C:7]([CH:9]=O)=[CH:6][CH:5]=1)([O-:3])=[O:2].C1N2CCN(CC2)C1.[CH2:19]([O:21][C:22]([C:24]1[C:28]([C:29]([O:31][CH2:32][CH3:33])=[O:30])=[C:27]([N:34]=[CH:35][C:36]2[S:37][C:38]([N:41]([CH2:44][CH3:45])[CH2:42][CH3:43])=[CH:39][CH:40]=2)[S:26][C:25]=1[NH2:46])=[O:23])[CH3:20]. The catalyst is C1(C)C=CC=CC=1.Cl[Ti](Cl)(Cl)Cl. The product is [CH2:32]([O:31][C:29]([C:28]1[C:24]([C:22]([O:21][CH2:19][CH3:20])=[O:23])=[C:25]([N:46]=[CH:9][C:7]2[S:8][C:4]([N+:1]([O-:3])=[O:2])=[CH:5][CH:6]=2)[S:26][C:27]=1[N:34]=[CH:35][C:36]1[S:37][C:38]([N:41]([CH2:44][CH3:45])[CH2:42][CH3:43])=[CH:39][CH:40]=1)=[O:30])[CH3:33]. The yield is 0.720.